From a dataset of Experimentally validated miRNA-target interactions with 360,000+ pairs, plus equal number of negative samples. Binary Classification. Given a miRNA mature sequence and a target amino acid sequence, predict their likelihood of interaction. (1) The miRNA is hsa-miR-1251-5p with sequence ACUCUAGCUGCCAAAGGCGCU. The protein sequence of the target gene is MSCLLNNMVLMGLALLVCGVQAFFLPNTTSLEKLLSKYQHAEPHSRVRRAIPMSDRQEILMLHNKLRGQVYPPASNMEHMTWDEELERSAAAWAHRCLWEHGPAGLLRSIGQNLAVHWGRYRSPGFHVQSWYDEVKDYTYPYPHECTPRCRERCSGPMCTHYTQMVWATTNKIGCAVHTCRNMNVWGDTWENAVYLVCNYSPKGNWIGEAPYKHGRPCSECPSSYGGGCLNNLCHRAEKPHKHKPEVDMMNEVESPPAPEETHVWVQPRVIKTKKTPVINFMTQVVHCDTKMKDSCKGST.... Result: 0 (no interaction). (2) The miRNA is hsa-miR-6511b-3p with sequence CCUCACCACCCCUUCUGCCUGCA. The protein sequence of the target gene is MAAENEASQESALGAYSPVDYMSITSFPRLPEDEPAPAAPLRGRKDEDAFLGDPDTDPDSFLKSARLQRLPSSSSEMGSQDGSPLRETRKDPFSAAAAECSCRQDGLTVIVTACLTFATGVTVALVMQIYFGDPQIFQQGAVVTDAARCTSLGIEVLSKQGSSVDAAVAAALCLGIVAPHSSGLGGGGVMLVHDIRRNESHLIDFRESAPGALREETLQRSWETKPGLLVGVPGMVKGLHEAHQLYGRLPWSQVLAFAAAVAQDGFNVTHDLARALAEQLPPNMSERFRETFLPSGRPPL.... Result: 1 (interaction). (3) The miRNA is cel-miR-356a with sequence UUGAGCAACGCGAACAAAUCA. The protein sequence of the target gene is MFSPGQEEHCAPNKEPVKYGELVVLGYNGALPNGDRGRRKSRFALYKRPKANGVKPSTVHVISTPQASKAISCKGQHSISYTLSRNQTVVVEYTHDKDTDMFQVGRSTESPIDFVVTDTISGSQNTDEAQITQSTISRFACRIVCDRNEPYTARIFAAGFDSSKNIFLGEKAAKWKNPDGHMDGLTTNGVLVMHPRGGFTEESQPGVWREISVCGDVYTLRETRSAQQRGKLVESETNVLQDGSLIDLCGATLLWRTADGLFHTPTQKHIEALRQEINAARPQCPVGLNTLAFPSINRKE.... Result: 0 (no interaction). (4) The miRNA is hsa-miR-6825-5p with sequence UGGGGAGGUGUGGAGUCAGCAU. The protein sequence of the target gene is MFPEQQKEEFVSVWVRDPRIQKEDFWHSYIDYEICIHTNSMCFTMKTSCVRRRYREFVWLRQRLQSNALLVQLPELPSKNLFFNMNNRQHVDQRRQGLEDFLRKVLQNALLLSDSSLHLFLQSHLNSEDIEACVSGQTKYSVEEAIHKFALMNRRFPEEDEEGKKENDIDYDSESSSSGLGHSSDDSSSHGCKVNTAPQES. Result: 0 (no interaction). (5) The miRNA is gga-miR-221-3p with sequence AGCUACAUUGUCUGCUGGGUUUC. The protein sequence of the target gene is MHVPGTRAKMSSIFAYQSSEVDWCESNFQHSELVAEFYNTFSNVFFLIFGPLMMFLMHPYAQKRTRCFYGVSVLFMLIGLFSMYFHMTLSFLGQLLDEISILWLLASGYSVWLPRCYFPKFVKGNRFYFSCLVTITTIISTFLTFVKPTVNAYALNSIAIHILYIVRTEYKKIRDDDLRHLIAVSVVLWAAALTSWISDRVLCSFWQRIHFYYLHSIWHVLISITFPYGIVTMALVDAKYEMPDKTLKVHYWPRDSWVIGLPYVEIQENDKNC. Result: 0 (no interaction). (6) The miRNA is mmu-miR-297a-3p with sequence UAUACAUACACACAUACCCAUA. The protein sequence of the target gene is MESRAYPLNLTLKEEQKEEEVEIQELEDGPIDMQKVQICSEGAWVPALFDEVAIYFSDEEWEVLTEQQKALYREVMRMNYETVLSLEFPFPKPDMINRLERDEECPNSDEWRLQGVTFAENEESDFRTPDWASPTNATSHFPQPQPFNSFGLRLPQDITELPEWTEGYPFYMAMGFPGYDLSADDLASKFQFSRGMRRSYDAGFKLMVVEYAESTNNCQAAKQFGVLEKNVRDWRKVKPQLQNAHAMRRAFRGPKNGRFALVDQRVAEYVRYMQAKGDPITREAMQLKALEIAQEMNIPE.... Result: 0 (no interaction).